From a dataset of Full USPTO retrosynthesis dataset with 1.9M reactions from patents (1976-2016). Predict the reactants needed to synthesize the given product. The reactants are: [N:1]1[C:10]2[C:5](=[CH:6][C:7](/[CH:11]=[C:12]3/[C:13](=[O:18])[NH:14][C:15](=[S:17])[S:16]/3)=[CH:8][CH:9]=2)[CH:4]=[CH:3][CH:2]=1.IC.[CH:21](N(CC)C(C)C)(C)C.O. Given the product [CH3:21][S:17][C:15]1[S:16]/[C:12](=[CH:11]\[C:7]2[CH:6]=[C:5]3[C:10](=[CH:9][CH:8]=2)[N:1]=[CH:2][CH:3]=[CH:4]3)/[C:13](=[O:18])[N:14]=1, predict the reactants needed to synthesize it.